The task is: Predict which catalyst facilitates the given reaction.. This data is from Catalyst prediction with 721,799 reactions and 888 catalyst types from USPTO. (1) Reactant: [F:1][C:2]([F:18])([F:17])[C:3]1[CH:8]=[C:7]([C:9]([F:12])([F:11])[F:10])[CH:6]=[CH:5][C:4]=1/[CH:13]=[CH:14]/[CH2:15][OH:16].[C:19]([O:23][C:24](=[O:48])[CH2:25][CH2:26][N:27]([C:41]([O:43][C:44]([CH3:47])([CH3:46])[CH3:45])=[O:42])[CH2:28][C:29]([N:31]1[C:39]2[C:34](=[CH:35][C:36](O)=[CH:37][CH:38]=2)[CH2:33][CH2:32]1)=[O:30])([CH3:22])([CH3:21])[CH3:20].C1(P(C2C=CC=CC=2)C2C=CC=CC=2)C=CC=CC=1.CCOC(/N=N/C(OCC)=O)=O. Product: [C:19]([O:23][C:24](=[O:48])[CH2:25][CH2:26][N:27]([CH2:28][C:29]([N:31]1[C:39]2[C:34](=[CH:35][C:36]([O:16][CH2:15]/[CH:14]=[CH:13]/[C:4]3[CH:5]=[CH:6][C:7]([C:9]([F:10])([F:11])[F:12])=[CH:8][C:3]=3[C:2]([F:17])([F:18])[F:1])=[CH:37][CH:38]=2)[CH2:33][CH2:32]1)=[O:30])[C:41]([O:43][C:44]([CH3:47])([CH3:46])[CH3:45])=[O:42])([CH3:20])([CH3:21])[CH3:22]. The catalyst class is: 1. (2) Reactant: [Cl:1][C:2]1[C:7]([C:8]2[CH:13]=[CH:12][CH:11]=[C:10]([CH2:14][CH3:15])[CH:9]=2)=[C:6]([C:16]([C@@H:18]2[O:23][CH2:22][CH2:21][N:20]([C:24]([O:26][C:27]([CH3:30])([CH3:29])[CH3:28])=[O:25])[CH2:19]2)=[O:17])[CH:5]=[CH:4][CH:3]=1.B.CSC.B1(C)OC(C2C=CC=CC=2)(C2C=CC=CC=2)[C@@H]2N1CCC2. Product: [Cl:1][C:2]1[C:7]([C:8]2[CH:13]=[CH:12][CH:11]=[C:10]([CH2:14][CH3:15])[CH:9]=2)=[C:6]([C@H:16]([OH:17])[C@@H:18]2[O:23][CH2:22][CH2:21][N:20]([C:24]([O:26][C:27]([CH3:30])([CH3:29])[CH3:28])=[O:25])[CH2:19]2)[CH:5]=[CH:4][CH:3]=1. The catalyst class is: 237. (3) Reactant: [N:1]1[CH:6]=[CH:5][C:4]([CH2:7][OH:8])=[CH:3][CH:2]=1.C(N(CC)CC)C.[CH3:16][S:17](Cl)(=[O:19])=[O:18].O. Product: [CH3:16][S:17]([O:8][CH2:7][C:4]1[CH:5]=[CH:6][N:1]=[CH:2][CH:3]=1)(=[O:19])=[O:18]. The catalyst class is: 4. (4) The catalyst class is: 4. Product: [F:25][C:24]([F:27])([F:26])[S:21]([O:1][C:2]1[C:11]2[C:6](=[CH:7][C:8]([CH3:12])=[CH:9][CH:10]=2)[O:5][C:4](=[O:13])[CH:3]=1)(=[O:23])=[O:22]. Reactant: [OH:1][C:2]1[C:11]2[C:6](=[CH:7][C:8]([CH3:12])=[CH:9][CH:10]=2)[O:5][C:4](=[O:13])[CH:3]=1.C(N(CC)CC)C.[S:21](O[S:21]([C:24]([F:27])([F:26])[F:25])(=[O:23])=[O:22])([C:24]([F:27])([F:26])[F:25])(=[O:23])=[O:22]. (5) Reactant: [CH3:1][S:2][C:3]1[CH:4]=[C:5]([SH:9])[CH:6]=[CH:7][CH:8]=1.F[C:11]1[CH:18]=[CH:17][C:14]([CH:15]=[O:16])=[CH:13][CH:12]=1.C(=O)([O-])[O-].[K+].[K+]. Product: [CH3:1][S:2][C:3]1[CH:4]=[C:5]([S:9][C:11]2[CH:18]=[CH:17][C:14]([CH:15]=[O:16])=[CH:13][CH:12]=2)[CH:6]=[CH:7][CH:8]=1. The catalyst class is: 47. (6) The catalyst class is: 3. Product: [CH:1]1([CH2:7][O:8][CH2:12][C:13]2[CH:14]=[C:15]([CH:16]=[CH:17][CH:18]=2)[C:19]#[N:20])[CH2:6][CH2:5][CH2:4][CH2:3][CH2:2]1. Reactant: [CH:1]1([CH2:7][OH:8])[CH2:6][CH2:5][CH2:4][CH2:3][CH2:2]1.[H-].[Na+].Br[CH2:12][C:13]1[CH:18]=[CH:17][CH:16]=[C:15]([C:19]#[N:20])[CH:14]=1.O. (7) Reactant: [Cl:1][C:2]1[CH:10]=[CH:9][C:5]([C:6]([NH2:8])=[O:7])=[CH:4][CH:3]=1.C([O:13][CH:14](O)[C:15]([F:18])([F:17])[F:16])C.S([O-])([O-])(=O)=O.[Na+].[Na+]. Product: [OH:13][CH:14]([NH:8][C:6](=[O:7])[C:5]1[CH:9]=[CH:10][C:2]([Cl:1])=[CH:3][CH:4]=1)[C:15]([F:18])([F:17])[F:16]. The catalyst class is: 12. (8) Reactant: C([O:5][C:6](=[O:43])[CH2:7][NH:8][C:9](=[O:42])[CH2:10][C:11]1[CH:20]=[CH:19][CH:18]=[C:17]2[C:12]=1[C:13](=[O:41])[N:14]([C:22]1[CH:27]=[CH:26][CH:25]=[C:24]([S:28]([N:31]3[C:40]4[C:35](=[CH:36][CH:37]=[CH:38][CH:39]=4)[CH2:34][CH2:33][CH2:32]3)(=[O:30])=[O:29])[CH:23]=1)[C:15](=[O:21])[NH:16]2)(C)(C)C. Product: [N:31]1([S:28]([C:24]2[CH:23]=[C:22]([N:14]3[C:13](=[O:41])[C:12]4[C:17](=[CH:18][CH:19]=[CH:20][C:11]=4[CH2:10][C:9]([NH:8][CH2:7][C:6]([OH:43])=[O:5])=[O:42])[NH:16][C:15]3=[O:21])[CH:27]=[CH:26][CH:25]=2)(=[O:30])=[O:29])[C:40]2[C:35](=[CH:36][CH:37]=[CH:38][CH:39]=2)[CH2:34][CH2:33][CH2:32]1. The catalyst class is: 281.